This data is from Hepatocyte clearance measurements from AstraZeneca. The task is: Regression/Classification. Given a drug SMILES string, predict its absorption, distribution, metabolism, or excretion properties. Task type varies by dataset: regression for continuous measurements (e.g., permeability, clearance, half-life) or binary classification for categorical outcomes (e.g., BBB penetration, CYP inhibition). For this dataset (clearance_hepatocyte_az), we predict log10(clearance) (log10 of the in vitro intrinsic clearance, CLint, in uL/min per 10^6 hepatocytes; values are censored to the assay range of 3 to 150, which is 0.477 to 2.18 on this log10 scale). (1) The drug is N[C@@H]1CCCN(c2c(/C=C3\SC(=O)NC3=O)cccc2-c2ccncc2)C1. The log10(clearance) is 0.950. (2) The drug is CC(=O)CC(c1ccccc1)c1c(O)c2ccccc2oc1=O. The log10(clearance) is 0.480. (3) The molecule is O=C1Nc2ccc(Cl)cc2C(c2ccccc2Cl)=NC1O. The log10(clearance) is 0.660.